Dataset: Full USPTO retrosynthesis dataset with 1.9M reactions from patents (1976-2016). Task: Predict the reactants needed to synthesize the given product. (1) The reactants are: P(Cl)(Cl)([Cl:3])=O.[Cl:6][C:7]1[C:8]([N:15]2[C:19]3=[N:20][CH:21]=[N:22][C:23](O)=[C:18]3[CH:17]=[N:16]2)=[C:9]([CH:12]=[CH:13][CH:14]=1)[C:10]#[N:11]. Given the product [Cl:6][C:7]1[C:8]([N:15]2[C:19]3=[N:20][CH:21]=[N:22][C:23]([Cl:3])=[C:18]3[CH:17]=[N:16]2)=[C:9]([CH:12]=[CH:13][CH:14]=1)[C:10]#[N:11], predict the reactants needed to synthesize it. (2) Given the product [F:28][CH2:27][CH2:26][CH2:25][O:24][C:20]1[CH:19]=[C:18]([C:8]2([C:4]3[CH:5]=[CH:6][CH:7]=[C:2]([C:33]4[CH:34]=[N:29][CH:30]=[N:31][CH:32]=4)[CH:3]=3)[C:16]3[C:11](=[N:12][CH:13]=[CH:14][CH:15]=3)[C:10]([NH2:17])=[N:9]2)[CH:23]=[CH:22][N:21]=1, predict the reactants needed to synthesize it. The reactants are: Br[C:2]1[CH:3]=[C:4]([C:8]2([C:18]3[CH:23]=[CH:22][N:21]=[C:20]([O:24][CH2:25][CH2:26][CH2:27][F:28])[CH:19]=3)[C:16]3[C:11](=[N:12][CH:13]=[CH:14][CH:15]=3)[C:10]([NH2:17])=[N:9]2)[CH:5]=[CH:6][CH:7]=1.[N:29]1[CH:34]=[C:33](B(O)O)[CH:32]=[N:31][CH:30]=1.C(=O)([O-])[O-].[Na+].[Na+]. (3) Given the product [CH3:1][NH:2][S:3]([CH2:6][CH2:7][C:8]1[CH:13]=[CH:12][C:11]([NH:14][CH2:15][C:16]2[CH:21]=[CH:20][CH:19]=[CH:18][CH:17]=2)=[C:10]([C:22]#[CH:23])[CH:9]=1)(=[O:4])=[O:5], predict the reactants needed to synthesize it. The reactants are: [CH3:1][NH:2][S:3]([CH2:6][CH2:7][C:8]1[CH:13]=[CH:12][C:11]([NH:14][CH2:15][C:16]2[CH:21]=[CH:20][CH:19]=[CH:18][CH:17]=2)=[C:10]([C:22]#[C:23][Si](C)(C)C)[CH:9]=1)(=[O:5])=[O:4].[OH-].[K+].Cl.CCCCCCC.